Dataset: Forward reaction prediction with 1.9M reactions from USPTO patents (1976-2016). Task: Predict the product of the given reaction. (1) Given the reactants [CH2:1]([C@H:8]1[CH2:12][O:11][C:10](=[O:13])[N:9]1[C:14](=[O:36])[CH2:15][C@@H:16]([C:22]1[CH:27]=[CH:26][C:25]([O:28]CC2C=CC=CC=2)=[CH:24][CH:23]=1)[CH:17]1[CH:21]=[CH:20][O:19][NH:18]1)[C:2]1[CH:7]=[CH:6][CH:5]=[CH:4][CH:3]=1, predict the reaction product. The product is: [CH2:1]([C@H:8]1[CH2:12][O:11][C:10](=[O:13])[N:9]1[C:14](=[O:36])[CH2:15][C@@H:16]([C:22]1[CH:27]=[CH:26][C:25]([OH:28])=[CH:24][CH:23]=1)[CH:17]1[CH:21]=[CH:20][O:19][NH:18]1)[C:2]1[CH:7]=[CH:6][CH:5]=[CH:4][CH:3]=1. (2) Given the reactants [CH:1]1([CH2:7][C:8](=[O:24])[C:9]([NH:11][C:12]2[CH:13]=[CH:14][C:15]3[C:20](=[O:21])[O:19][N:18]=[C:17]([CH3:22])[C:16]=3[CH:23]=2)=[O:10])[CH2:6][CH2:5][CH2:4][CH2:3][CH2:2]1.[C:25]1([Mg]Br)[CH:30]=[CH:29][CH:28]=[CH:27][CH:26]=1, predict the reaction product. The product is: [CH:1]1([CH2:7][C:8]([OH:24])([C:25]2[CH:30]=[CH:29][CH:28]=[CH:27][CH:26]=2)[C:9]([NH:11][C:12]2[CH:13]=[CH:14][C:15]3[C:20](=[O:21])[O:19][N:18]=[C:17]([CH3:22])[C:16]=3[CH:23]=2)=[O:10])[CH2:6][CH2:5][CH2:4][CH2:3][CH2:2]1. (3) Given the reactants [CH:1]([Si:4]([CH:9]([CH3:11])[CH3:10])([CH:6]([CH3:8])[CH3:7])[SH:5])([CH3:3])[CH3:2].C[Si](C)(C)[N-][Si](C)(C)C.[Li+].C1COCC1.C([Si](C(C)C)(C(C)C)[S-])(C)C.[Li+].[C:39]([O:43][C:44]([N:46]1[CH2:51][CH2:50][C:49]2[C:52]3[CH:58]=[CH:57][C:56](I)=[CH:55][C:53]=3[O:54][C:48]=2[C:47]1([CH3:61])[CH3:60])=[O:45])([CH3:42])([CH3:41])[CH3:40], predict the reaction product. The product is: [C:39]([O:43][C:44]([N:46]1[CH2:51][CH2:50][C:49]2[C:52]3[CH:58]=[CH:57][C:56]([S:5][Si:4]([CH:1]([CH3:3])[CH3:2])([CH:6]([CH3:8])[CH3:7])[CH:9]([CH3:11])[CH3:10])=[CH:55][C:53]=3[O:54][C:48]=2[C:47]1([CH3:61])[CH3:60])=[O:45])([CH3:42])([CH3:40])[CH3:41]. (4) The product is: [Br:22][C:19]1[CH:20]=[CH:21][C:16]([O:14][CH2:13][C:3]2[C:4]([C:7]3[CH:12]=[CH:11][CH:10]=[CH:9][CH:8]=3)=[N:5][O:6][C:2]=2[CH3:1])=[N:17][CH:18]=1. Given the reactants [CH3:1][C:2]1[O:6][N:5]=[C:4]([C:7]2[CH:12]=[CH:11][CH:10]=[CH:9][CH:8]=2)[C:3]=1[CH2:13][OH:14].O[C:16]1[CH:21]=[CH:20][C:19]([Br:22])=[CH:18][N:17]=1.C1(P(C2C=CC=CC=2)C2C=CC=CC=2)C=CC=CC=1.N(C(OCC)=O)=NC(OCC)=O, predict the reaction product. (5) Given the reactants [C:1]1([NH2:8])[CH:6]=[CH:5][CH:4]=[C:3]([NH2:7])[CH:2]=1.[CH:9]1([C:15](O)=[O:16])[CH2:14][CH2:13][CH2:12][CH2:11][CH2:10]1.C1C=CC2N(O)N=NC=2C=1.CCN=C=NCCCN(C)C, predict the reaction product. The product is: [NH2:7][C:3]1[CH:2]=[C:1]([NH:8][C:15]([CH:9]2[CH2:14][CH2:13][CH2:12][CH2:11][CH2:10]2)=[O:16])[CH:6]=[CH:5][CH:4]=1.